Dataset: Forward reaction prediction with 1.9M reactions from USPTO patents (1976-2016). Task: Predict the product of the given reaction. (1) Given the reactants [CH3:1][O:2][C:3]([C:5]1[N:6]([CH3:26])[N:7]=[C:8]([O:10][CH2:11][C:12]2[C:13]([C:19]3[CH:24]=[CH:23][C:22]([F:25])=[CH:21][CH:20]=3)=[N:14][O:15][C:16]=2[CH:17]=[O:18])[CH:9]=1)=[O:4].[BH4-].[Na+].C(O)(=O)CC(CC(O)=O)(C(O)=O)O, predict the reaction product. The product is: [CH3:1][O:2][C:3]([C:5]1[N:6]([CH3:26])[N:7]=[C:8]([O:10][CH2:11][C:12]2[C:13]([C:19]3[CH:20]=[CH:21][C:22]([F:25])=[CH:23][CH:24]=3)=[N:14][O:15][C:16]=2[CH2:17][OH:18])[CH:9]=1)=[O:4]. (2) Given the reactants CCN=C=NCCCN(C)C.C1C=CC2N(O)N=NC=2C=1.[Br:22][C:23]1[CH:28]=[CH:27][C:26]([NH:29][C:30]2[C:38]([C:39]([OH:41])=O)=[C:37]3[N:33]([CH2:34][CH2:35][CH2:36]3)[C:32](=[O:42])[C:31]=2[F:43])=[C:25]([F:44])[CH:24]=1.[CH3:45][O:46][NH2:47], predict the reaction product. The product is: [CH3:45][O:46][NH:47][C:39]([C:38]1[C:30]([NH:29][C:26]2[CH:27]=[CH:28][C:23]([Br:22])=[CH:24][C:25]=2[F:44])=[C:31]([F:43])[C:32](=[O:42])[N:33]2[C:37]=1[CH2:36][CH2:35][CH2:34]2)=[O:41]. (3) The product is: [C:36]([O:40][C:41]([N:43]1[CH2:48][C:47]2([CH2:53][CH2:52][N:51]([CH2:17][C:18]3[S:26][C:25]4[C:24]([N:27]5[CH2:32][CH2:31][O:30][CH2:29][CH2:28]5)=[N:23][C:22]([Cl:33])=[N:21][C:20]=4[CH:19]=3)[CH2:50][CH2:49]2)[O:46][CH2:45][CH2:44]1)=[O:42])([CH3:39])([CH3:37])[CH3:38]. Given the reactants C(OC(N1CCC2(OCCN([CH2:17][C:18]3[S:26][C:25]4[C:24]([N:27]5[CH2:32][CH2:31][O:30][CH2:29][CH2:28]5)=[N:23][C:22]([Cl:33])=[N:21][C:20]=4[CH:19]=3)C2)CC1)=O)(C)(C)C.[C:36]([O:40][C:41]([N:43]1[CH2:48][C:47]2([CH2:53][CH2:52][NH:51][CH2:50][CH2:49]2)[O:46][CH2:45][CH2:44]1)=[O:42])([CH3:39])([CH3:38])[CH3:37], predict the reaction product. (4) Given the reactants [CH3:1][CH:2]([CH3:16])[CH2:3][C:4]([C:6]1[CH:7]=[N:8][NH:9][C:10]=1[C:11]([O:13][CH2:14][CH3:15])=[O:12])=[O:5].[C:17]1([CH2:27]Cl)[C:26]2[C:21](=[CH:22][CH:23]=[CH:24][CH:25]=2)[CH:20]=[CH:19][CH:18]=1.C(=O)([O-])[O-].[Cs+].[Cs+].Cl, predict the reaction product. The product is: [CH3:1][CH:2]([CH3:16])[CH2:3][C:4]([C:6]1[C:10]([C:11]([O:13][CH2:14][CH3:15])=[O:12])=[N:9][N:8]([CH2:27][C:17]2[C:26]3[C:21](=[CH:22][CH:23]=[CH:24][CH:25]=3)[CH:20]=[CH:19][CH:18]=2)[CH:7]=1)=[O:5].